This data is from Reaction yield outcomes from USPTO patents with 853,638 reactions. The task is: Predict the reaction yield, written as a fraction of the theoretical maximum amount of product (1.0 means a 100% yield; for example, 0.34 means a 34% yield). (1) The reactants are [S:1]1[CH:5]=[CH:4][C:3]2[CH:6]=[CH:7][CH:8]=[CH:9][C:2]1=2.[Br:10]Br. The catalyst is C(Cl)(Cl)Cl. The product is [Br:10][C:4]1[C:3]2[CH:6]=[CH:7][CH:8]=[CH:9][C:2]=2[S:1][CH:5]=1. The yield is 0.840. (2) The reactants are C(=O)([O-])[O-].[K+].[K+].[Br:7][C:8]1[C:13]([F:14])=[CH:12][C:11]([OH:15])=[C:10]([F:16])[CH:9]=1.Br[CH:18]1[CH2:22][CH2:21][N:20]([CH:23]2[CH2:28][CH2:27][N:26]([C:29]([O:31][C:32]([CH3:35])([CH3:34])[CH3:33])=[O:30])[CH2:25][CH2:24]2)[C:19]1=[O:36]. The catalyst is CC(C)=O. The product is [Br:7][C:8]1[C:13]([F:14])=[CH:12][C:11]([O:15][CH:18]2[CH2:22][CH2:21][N:20]([CH:23]3[CH2:24][CH2:25][N:26]([C:29]([O:31][C:32]([CH3:34])([CH3:33])[CH3:35])=[O:30])[CH2:27][CH2:28]3)[C:19]2=[O:36])=[C:10]([F:16])[CH:9]=1. The yield is 0.690. (3) The reactants are C([O-])([O-])=O.[Na+].[Na+].[NH2:7][C:8]1[CH:16]=[C:15]([Cl:17])[CH:14]=[CH:13][C:9]=1[C:10]([OH:12])=[O:11].[Cl:18][C:19]1[CH:24]=[CH:23][C:22]([S:25](Cl)(=[O:27])=[O:26])=[CH:21][C:20]=1[C:29]([F:32])([F:31])[F:30].Cl. The catalyst is O.O1CCOCC1. The product is [Cl:17][C:15]1[CH:14]=[CH:13][C:9]([C:10]([OH:12])=[O:11])=[C:8]([NH:7][S:25]([C:22]2[CH:23]=[CH:24][C:19]([Cl:18])=[C:20]([C:29]([F:32])([F:30])[F:31])[CH:21]=2)(=[O:27])=[O:26])[CH:16]=1. The yield is 0.650. (4) The reactants are C([N:8]1[CH2:13][C@H:12]2[CH2:14][C@@H:9]1[CH2:10][N:11]2[C:15]1[CH:25]=[CH:24][C:18]([C:19]([O:21][CH2:22][CH3:23])=[O:20])=[CH:17][CH:16]=1)C1C=CC=CC=1. The catalyst is CO.C(O)=O.[Pd]. The product is [CH:19]([OH:21])=[O:20].[C@@H:12]12[CH2:14][C@@H:9]([NH:8][CH2:13]1)[CH2:10][N:11]2[C:15]1[CH:16]=[CH:17][C:18]([C:19]([O:21][CH2:22][CH3:23])=[O:20])=[CH:24][CH:25]=1. The yield is 0.990.